Predict which catalyst facilitates the given reaction. From a dataset of Catalyst prediction with 721,799 reactions and 888 catalyst types from USPTO. (1) The catalyst class is: 83. Reactant: Cl[CH:2]([C:18]1[CH:23]=[CH:22][C:21]([N:24]2[CH:28]=[C:27]([CH3:29])[N:26]=[CH:25]2)=[C:20]([O:30][CH3:31])[CH:19]=1)[CH:3]1[CH2:8][CH2:7][CH2:6][N:5]([CH2:9][C:10]2[CH:15]=[CH:14][C:13]([F:16])=[CH:12][CH:11]=2)[C:4]1=[O:17].C[O-].[Na+].[CH3:35]OC(C)(C)C.O. Product: [F:16][C:13]1[CH:12]=[CH:11][C:10]([C@@H:9]([N:5]2[CH2:6][CH2:7][CH2:8]/[C:3](=[CH:2]\[C:18]3[CH:23]=[CH:22][C:21]([N:24]4[CH:28]=[C:27]([CH3:29])[N:26]=[CH:25]4)=[C:20]([O:30][CH3:31])[CH:19]=3)/[C:4]2=[O:17])[CH3:35])=[CH:15][CH:14]=1. (2) Reactant: [Cl:1][C:2]1[C:7]([O:8][CH3:9])=[CH:6][C:5]([O:10][CH3:11])=[C:4]([Cl:12])[C:3]=1[C:13]1[C:14](=[O:35])[N:15]([CH3:34])[C:16]2[C:21]([CH:22]=1)=[CH:20][N:19]=[C:18]([NH:23][C:24]1[CH:29]=[CH:28][CH:27]=[CH:26][C:25]=1[N+:30]([O-])=O)[C:17]=2[CH3:33]. Product: [NH2:30][C:25]1[CH:26]=[CH:27][CH:28]=[CH:29][C:24]=1[NH:23][C:18]1[C:17]([CH3:33])=[C:16]2[C:21]([CH:22]=[C:13]([C:3]3[C:2]([Cl:1])=[C:7]([O:8][CH3:9])[CH:6]=[C:5]([O:10][CH3:11])[C:4]=3[Cl:12])[C:14](=[O:35])[N:15]2[CH3:34])=[CH:20][N:19]=1. The catalyst class is: 13. (3) Reactant: [C:1]1(/[CH:7]=[CH:8]/[C:9]([NH2:11])=[O:10])[CH:6]=[CH:5][CH:4]=[CH:3][CH:2]=1.Cl[CH2:13][C:14](=O)[CH2:15][C:16]([O:18][CH2:19][CH3:20])=[O:17]. Product: [CH2:19]([O:18][C:16](=[O:17])[CH2:15][C:14]1[N:11]=[C:9](/[CH:8]=[CH:7]/[C:1]2[CH:6]=[CH:5][CH:4]=[CH:3][CH:2]=2)[O:10][CH:13]=1)[CH3:20]. The catalyst class is: 13. (4) Reactant: [S:1]1[CH:5]=[CH:4][N:3]=[C:2]1[CH2:6][CH2:7][C@@H:8]([NH:20][C:21](=[O:27])[O:22][C:23]([CH3:26])([CH3:25])[CH3:24])[CH2:9][C:10]1[CH:15]=[CH:14][C:13]([C:16]([F:19])([F:18])[F:17])=[CH:12][CH:11]=1.C1C(=O)N([Br:35])C(=O)C1. Product: [Br:35][C:5]1[S:1][C:2]([CH2:6][CH2:7][C@@H:8]([NH:20][C:21](=[O:27])[O:22][C:23]([CH3:24])([CH3:26])[CH3:25])[CH2:9][C:10]2[CH:11]=[CH:12][C:13]([C:16]([F:19])([F:18])[F:17])=[CH:14][CH:15]=2)=[N:3][CH:4]=1. The catalyst class is: 3. (5) Reactant: [Cl:1][C:2]1[CH:7]=[C:6]([N+:8]([O-:10])=[O:9])[CH:5]=[CH:4][C:3]=1[OH:11].[C:12](=[O:15])([O-])[O-].[K+].[K+].[F:18][C:19]1[CH:20]=[C:21]([CH:24]=[CH:25][CH:26]=1)CBr. Product: [Cl:1][C:2]1[CH:7]=[C:6]([N+:8]([O-:10])=[O:9])[CH:5]=[CH:4][C:3]=1[O:11][C:12](=[O:15])[C:25]1[CH:24]=[CH:21][CH:20]=[C:19]([F:18])[CH:26]=1. The catalyst class is: 23.